Task: Regression. Given a peptide amino acid sequence and an MHC pseudo amino acid sequence, predict their binding affinity value. This is MHC class II binding data.. Dataset: Peptide-MHC class II binding affinity with 134,281 pairs from IEDB (1) The peptide sequence is QCQKLLWQLNGRLEY. The MHC is DRB1_1302 with pseudo-sequence DRB1_1302. The binding affinity (normalized) is 0.499. (2) The peptide sequence is RYLEFEALGFLNEDH. The MHC is HLA-DQA10201-DQB10303 with pseudo-sequence HLA-DQA10201-DQB10303. The binding affinity (normalized) is 0. (3) The peptide sequence is IKRIHEYKRQLMNIL. The MHC is DRB1_0401 with pseudo-sequence DRB1_0401. The binding affinity (normalized) is 0.454. (4) The peptide sequence is FHEMNNGGDAMYMAL. The MHC is DRB1_0701 with pseudo-sequence DRB1_0701. The binding affinity (normalized) is 0. (5) The peptide sequence is GNQNAPSGSYEQ. The MHC is H-2-IAs with pseudo-sequence H-2-IAs. The binding affinity (normalized) is 0. (6) The peptide sequence is RNLKNAGLIVGQMIL. The MHC is H-2-IAb with pseudo-sequence H-2-IAb. The binding affinity (normalized) is 0.197. (7) The peptide sequence is QKEQPQQSFPEQERP. The MHC is HLA-DQA10201-DQB10201 with pseudo-sequence HLA-DQA10201-DQB10202. The binding affinity (normalized) is 0.0847. (8) The peptide sequence is QPYVLSVASLTSAGQ. The MHC is DRB1_0405 with pseudo-sequence DRB1_0405. The binding affinity (normalized) is 0.454. (9) The binding affinity (normalized) is 0.175. The MHC is HLA-DQA10501-DQB10201 with pseudo-sequence HLA-DQA10501-DQB10201. The peptide sequence is NTSYRLISCNTSVI. (10) The peptide sequence is SPHHKKLAQAVMEMT. The MHC is DRB1_0301 with pseudo-sequence DRB1_0301. The binding affinity (normalized) is 0.458.